This data is from Full USPTO retrosynthesis dataset with 1.9M reactions from patents (1976-2016). The task is: Predict the reactants needed to synthesize the given product. (1) The reactants are: [Cl:1][C:2]1[C:10]2[C:5](=[CH:6][C:7]([S:11]([NH:14][C@H:15]3[CH2:19][CH2:18][N:17]([C:20]4[CH:21]=[C:22]5[C:26](=[CH:27][CH:28]=4)[CH:25]([N:29]([CH3:36])[C:30](=[O:35])[C:31]([F:34])([F:33])[F:32])[CH2:24][CH2:23]5)[C:16]3=[O:37])(=[O:13])=[O:12])=[CH:8][CH:9]=2)[N:4]([Si](C(C)C)(C(C)C)C(C)C)[CH:3]=1.O.[F-].C([N+](CC)(CC)CC)C.[Cl-].[NH4+].O. Given the product [Cl:1][C:2]1[C:10]2[C:5](=[CH:6][C:7]([S:11]([NH:14][C@H:15]3[CH2:19][CH2:18][N:17]([C:20]4[CH:21]=[C:22]5[C:26](=[CH:27][CH:28]=4)[CH:25]([N:29]([CH3:36])[C:30](=[O:35])[C:31]([F:34])([F:32])[F:33])[CH2:24][CH2:23]5)[C:16]3=[O:37])(=[O:13])=[O:12])=[CH:8][CH:9]=2)[NH:4][CH:3]=1, predict the reactants needed to synthesize it. (2) Given the product [CH3:1][O:2][C:3](=[O:27])[CH2:4][C:5]1[CH:6]=[C:7]([C:13]2[CH:18]=[CH:17][C:16]([C:19]([F:21])([F:20])[F:22])=[CH:15][C:14]=2[CH2:23][N:24]([C:29]([O:31][CH2:32][C:33]2[CH:38]=[CH:37][CH:36]=[C:35]([Cl:39])[CH:34]=2)=[O:30])[CH2:25][CH3:26])[C:8]([O:11][CH3:12])=[CH:9][CH:10]=1, predict the reactants needed to synthesize it. The reactants are: [CH3:1][O:2][C:3](=[O:27])[CH2:4][C:5]1[CH:6]=[C:7]([C:13]2[CH:18]=[CH:17][C:16]([C:19]([F:22])([F:21])[F:20])=[CH:15][C:14]=2[CH2:23][NH:24][CH2:25][CH3:26])[C:8]([O:11][CH3:12])=[CH:9][CH:10]=1.Cl[C:29]([O:31][CH2:32][C:33]1[CH:38]=[CH:37][CH:36]=[C:35]([Cl:39])[CH:34]=1)=[O:30]. (3) Given the product [C:14]([NH:1][C@H:2]1[CH2:6][CH2:5][N:4]([C:7]([O:9][CH2:10][CH2:13][CH2:19][CH3:20])=[O:8])[CH2:3]1)(=[O:17])[CH2:15][CH3:16], predict the reactants needed to synthesize it. The reactants are: [NH2:1][C@H:2]1[CH2:6][CH2:5][N:4]([C:7]([O:9][C:10]([CH3:13])(C)C)=[O:8])[CH2:3]1.[C:14](Cl)(=[O:17])[CH2:15][CH3:16].[CH2:19](N(CC)CC)[CH3:20].